This data is from Reaction yield outcomes from USPTO patents with 853,638 reactions. The task is: Predict the reaction yield, written as a fraction of the theoretical maximum amount of product (1.0 means a 100% yield; for example, 0.34 means a 34% yield). (1) The reactants are [F:1][C:2]1[CH:7]=[CH:6][C:5]([O:8][CH:9]([CH3:11])[CH3:10])=[CH:4][C:3]=1[F:12].C(NC(C)C)(C)C.[Li].CN(C)[CH:23]=[O:24].C(O)(=O)C. The catalyst is O1CCCC1. The product is [F:12][C:3]1[C:2]([F:1])=[CH:7][CH:6]=[C:5]([O:8][CH:9]([CH3:10])[CH3:11])[C:4]=1[CH:23]=[O:24]. The yield is 0.899. (2) The reactants are [Br:1][C:2]1[CH:7]=[C:6]([Cl:8])[CH:5]=[C:4]([CH2:9][C:10]2[CH2:14][CH2:13][CH2:12][CH:11]=2)[C:3]=1[OH:15]. The catalyst is C1(C)C=CC=CC=1. The product is [Br:1][C:2]1[C:3]2[O:15][C:10]3([CH2:14][CH2:13][CH2:12][CH2:11]3)[CH2:9][C:4]=2[CH:5]=[C:6]([Cl:8])[CH:7]=1. The yield is 0.949.